Dataset: Forward reaction prediction with 1.9M reactions from USPTO patents (1976-2016). Task: Predict the product of the given reaction. Given the reactants [C:1]([C:5]1[N:10]=[CH:9][C:8]([C:11]2[N:12]([C:32](Cl)=[O:33])[C@@:13]([C:25]3[CH:30]=[CH:29][C:28]([Cl:31])=[CH:27][CH:26]=3)([CH3:24])[C@@:14]([C:17]3[CH:22]=[CH:21][C:20]([Cl:23])=[CH:19][CH:18]=3)([CH3:16])[N:15]=2)=[C:7]([O:35][CH2:36][CH3:37])[CH:6]=1)([CH3:4])([CH3:3])[CH3:2].[CH3:38][N:39]1[CH:43]=[CH:42][CH:41]=[C:40]1[C:44]([N:46]1[CH2:51][CH2:50][NH:49][CH2:48][CH2:47]1)=[O:45], predict the reaction product. The product is: [C:1]([C:5]1[N:10]=[CH:9][C:8]([C:11]2[N:12]([C:32]([N:49]3[CH2:48][CH2:47][N:46]([C:44]([C:40]4[N:39]([CH3:38])[CH:43]=[CH:42][CH:41]=4)=[O:45])[CH2:51][CH2:50]3)=[O:33])[C@@:13]([C:25]3[CH:26]=[CH:27][C:28]([Cl:31])=[CH:29][CH:30]=3)([CH3:24])[C@@:14]([C:17]3[CH:18]=[CH:19][C:20]([Cl:23])=[CH:21][CH:22]=3)([CH3:16])[N:15]=2)=[C:7]([O:35][CH2:36][CH3:37])[CH:6]=1)([CH3:2])([CH3:3])[CH3:4].